This data is from Catalyst prediction with 721,799 reactions and 888 catalyst types from USPTO. The task is: Predict which catalyst facilitates the given reaction. (1) Reactant: [CH2:1]([O:3][CH2:4][CH2:5][CH2:6][C@@H:7]1[CH2:16][CH2:15][C:14]2[CH:13]=[C:12]([C@H:17]3[CH2:26][CH2:25][C@@:19]4([NH:23]C(=O)[O:21][CH2:20]4)[CH2:18]3)[CH:11]=[CH:10][C:9]=2[CH2:8]1)[CH3:2].[OH-].[Na+]. Product: [NH2:23][C@:19]1([CH2:20][OH:21])[CH2:25][CH2:26][C@H:17]([C:12]2[CH:11]=[CH:10][C:9]3[CH2:8][C@H:7]([CH2:6][CH2:5][CH2:4][O:3][CH2:1][CH3:2])[CH2:16][CH2:15][C:14]=3[CH:13]=2)[CH2:18]1. The catalyst class is: 155. (2) Reactant: [OH-].[Na+].[CH3:3][O:4][C:5]1[CH:10]=[CH:9][C:8]([C:11]2[C:16]([C:17]3[CH:22]=[CH:21][C:20]([O:23][CH3:24])=[CH:19][CH:18]=3)=[N:15][N:14]([CH2:25][CH2:26][C:27]([O:29]CC)=[O:28])[C:13](=[O:32])[CH:12]=2)=[CH:7][CH:6]=1. Product: [CH3:3][O:4][C:5]1[CH:10]=[CH:9][C:8]([C:11]2[C:16]([C:17]3[CH:22]=[CH:21][C:20]([O:23][CH3:24])=[CH:19][CH:18]=3)=[N:15][N:14]([CH2:25][CH2:26][C:27]([OH:29])=[O:28])[C:13](=[O:32])[CH:12]=2)=[CH:7][CH:6]=1. The catalyst class is: 5.